This data is from Full USPTO retrosynthesis dataset with 1.9M reactions from patents (1976-2016). The task is: Predict the reactants needed to synthesize the given product. (1) Given the product [CH2:7]([N:5]1[CH:6]=[C:2]([C:36]2[CH:35]=[CH:34][N:33]=[C:32]3[N:28]([S:25]([C:22]4[CH:23]=[CH:24][C:19]([CH3:18])=[CH:20][CH:21]=4)(=[O:26])=[O:27])[CH:29]=[CH:30][C:31]=23)[C:3]([C:9]2[CH:14]=[CH:13][CH:12]=[C:11]([N+:15]([O-:17])=[O:16])[CH:10]=2)=[N:4]1)[CH3:8], predict the reactants needed to synthesize it. The reactants are: Br[C:2]1[C:3]([C:9]2[CH:14]=[CH:13][CH:12]=[C:11]([N+:15]([O-:17])=[O:16])[CH:10]=2)=[N:4][N:5]([CH2:7][CH3:8])[CH:6]=1.[CH3:18][C:19]1[CH:24]=[CH:23][C:22]([S:25]([N:28]2[C:32]3=[N:33][CH:34]=[CH:35][C:36](B4OC(C)(C)C(C)(C)O4)=[C:31]3[CH:30]=[CH:29]2)(=[O:27])=[O:26])=[CH:21][CH:20]=1.C([O-])([O-])=O.[Na+].[Na+]. (2) Given the product [ClH:31].[ClH:31].[NH2:1][CH2:2][C:3]1[CH:4]=[N:5][N:6]([CH2:28][CH2:29][CH3:30])[C:7]=1[NH2:8], predict the reactants needed to synthesize it. The reactants are: [NH2:1][CH2:2][C:3]1[CH:4]=[N:5][N:6]([CH2:28][CH2:29][CH3:30])[C:7]=1[NH:8]C(C1C=CC=CC=1)(C1C=CC=CC=1)C1C=CC=CC=1.[ClH:31]. (3) The reactants are: [CH3:1][N:2]1[C:6]([C:7]2[C:12]([F:13])=[CH:11][N:10]=[C:9]([NH2:14])[N:8]=2)=[CH:5][N:4]=[C:3]1[CH3:15].Br[C:17]1[CH:28]=[CH:27][C:20]([C:21]([N:23]2[CH2:26][CH2:25][CH2:24]2)=[O:22])=[C:19]([Cl:29])[CH:18]=1. Given the product [N:23]1([C:21]([C:20]2[CH:27]=[CH:28][C:17]([NH:14][C:9]3[N:8]=[C:7]([C:6]4[N:2]([CH3:1])[C:3]([CH3:15])=[N:4][CH:5]=4)[C:12]([F:13])=[CH:11][N:10]=3)=[CH:18][C:19]=2[Cl:29])=[O:22])[CH2:26][CH2:25][CH2:24]1, predict the reactants needed to synthesize it. (4) Given the product [CH3:9][O:8][C:6]1[CH:7]=[C:2]([CH3:1])[C:3]([S:11]([N:16]([CH2:17][C:18]2[NH:22][C:21]3[C:23]([C:27]([O:29][CH3:30])=[O:28])=[CH:24][CH:25]=[CH:26][C:20]=3[N:19]=2)[CH3:15])(=[O:13])=[O:12])=[C:4]([CH3:10])[CH:5]=1, predict the reactants needed to synthesize it. The reactants are: [CH3:1][C:2]1[CH:7]=[C:6]([O:8][CH3:9])[CH:5]=[C:4]([CH3:10])[C:3]=1[S:11](Cl)(=[O:13])=[O:12].[CH3:15][NH:16][CH2:17][C:18]1[NH:22][C:21]2[C:23]([C:27]([O:29][CH3:30])=[O:28])=[CH:24][CH:25]=[CH:26][C:20]=2[N:19]=1.